Predict which catalyst facilitates the given reaction. From a dataset of Catalyst prediction with 721,799 reactions and 888 catalyst types from USPTO. (1) Reactant: [OH:1][CH:2]([CH2:18][CH2:19][S:20][CH3:21])[C:3]([O:5][CH2:6][CH2:7][CH2:8][CH2:9][CH2:10][CH2:11][CH2:12][CH2:13][CH2:14][CH2:15][CH2:16][CH3:17])=[O:4].[OH:22]O. Product: [OH:1][CH:2]([CH2:18][CH2:19][S:20]([CH3:21])=[O:22])[C:3]([O:5][CH2:6][CH2:7][CH2:8][CH2:9][CH2:10][CH2:11][CH2:12][CH2:13][CH2:14][CH2:15][CH2:16][CH3:17])=[O:4]. The catalyst class is: 5. (2) Reactant: [CH3:1][O:2][C:3]1[CH:8]=[CH:7][C:6]([C:9]2[O:13][C:12]([CH:14]3[CH2:19][CH2:18][NH:17][CH2:16][CH2:15]3)=[N:11][C:10]=2[C:20]2[CH:25]=[CH:24][C:23]([C:26]([F:29])([F:28])[F:27])=[CH:22][CH:21]=2)=[CH:5][CH:4]=1.ClC(Cl)(O[C:34](=[O:40])OC(Cl)(Cl)Cl)Cl.C(N(CC)CC)C.Cl.[CH3:50][NH:51][OH:52].[Cl-].[NH4+]. Product: [CH3:1][O:2][C:3]1[CH:8]=[CH:7][C:6]([C:9]2[O:13][C:12]([CH:14]3[CH2:19][CH2:18][N:17]([C:34](=[O:40])[N:51]([OH:52])[CH3:50])[CH2:16][CH2:15]3)=[N:11][C:10]=2[C:20]2[CH:21]=[CH:22][C:23]([C:26]([F:29])([F:27])[F:28])=[CH:24][CH:25]=2)=[CH:5][CH:4]=1. The catalyst class is: 4. (3) Reactant: [CH:1]1([C:4]2[CH:8]=[C:7]([SH:9])[N:6]([CH3:10])[N:5]=2)[CH2:3][CH2:2]1.S(O[CH2:22][CH:23]1[CH2:28][CH2:27][N:26]([C:29]([O:31][C:32]([CH3:35])([CH3:34])[CH3:33])=[O:30])[CH2:25][CH2:24]1)(C1C=CC(C)=CC=1)(=O)=O.C([O-])([O-])=O.[Cs+].[Cs+]. Product: [CH:1]1([C:4]2[CH:8]=[C:7]([S:9][CH2:22][CH:23]3[CH2:28][CH2:27][N:26]([C:29]([O:31][C:32]([CH3:33])([CH3:35])[CH3:34])=[O:30])[CH2:25][CH2:24]3)[N:6]([CH3:10])[N:5]=2)[CH2:3][CH2:2]1. The catalyst class is: 3. (4) Reactant: [CH3:1][O:2]C1C=CC([N+]([O-])=O)=C(C=1)N.[N:13]1[CH:18]=[CH:17][CH:16]=[CH:15][C:14]=1[N:19]1[C:23]2[CH:24]=[CH:25][C:26](C(F)(F)F)=[CH:27][C:22]=2[N:21]=[C:20]1/[CH:32]=[CH:33]/[C:34]1[CH:39]=[CH:38][CH:37]=[CH:36][CH:35]=1.[C:40]([OH:45])(=[O:44])[C:41]([OH:43])=[O:42]. Product: [C:40]([OH:45])(=[O:44])[C:41]([OH:43])=[O:42].[CH3:1][O:2][C:25]1[CH:26]=[CH:27][C:22]2[N:21]=[C:20](/[CH:32]=[CH:33]/[C:34]3[CH:39]=[CH:38][CH:37]=[CH:36][CH:35]=3)[N:19]([C:14]3[CH:15]=[CH:16][CH:17]=[CH:18][N:13]=3)[C:23]=2[CH:24]=1. The catalyst class is: 13. (5) Reactant: [NH2:1][C:2]1[CH:11]=[CH:10][C:5]([C:6]([O:8][CH3:9])=[O:7])=[CH:4][CH:3]=1.[C:12](Cl)(=[O:21])[CH2:13][CH2:14][C:15]1[CH:20]=[CH:19][CH:18]=[CH:17][CH:16]=1. Product: [C:15]1([CH2:14][CH2:13][C:12]([NH:1][C:2]2[CH:3]=[CH:4][C:5]([C:6]([O:8][CH3:9])=[O:7])=[CH:10][CH:11]=2)=[O:21])[CH:20]=[CH:19][CH:18]=[CH:17][CH:16]=1. The catalyst class is: 17. (6) Reactant: CC1C=CN=CC=1.[Li].[CH3:9][C:10]1([CH3:18])[CH2:15][CH2:14][CH2:13][C:12]([CH3:17])([CH3:16])[NH:11]1.C([Li:23])CCC.CC1(C)CCCC(C)(C)N1. Product: [Li:23][N:11]1[C:12]([CH3:17])([CH3:16])[CH2:13][CH2:14][CH2:15][C:10]1([CH3:18])[CH3:9]. The catalyst class is: 1. (7) Reactant: [Br:1][C:2]1[CH:3]=[C:4]([C:8]2[CH:16]=[CH:15][CH:14]=[C:13]3[C:9]=2[CH2:10][C:11](=[O:17])[NH:12]3)[CH:5]=[CH:6][CH:7]=1.[N:18]1([CH2:23][CH2:24][NH:25][C:26]([C:28]2[C:32]([CH3:33])=[C:31]([CH:34]=O)[NH:30][C:29]=2[CH3:36])=[O:27])[CH:22]=[CH:21][N:20]=[N:19]1. Product: [N:18]1([CH2:23][CH2:24][NH:25][C:26]([C:28]2[C:32]([CH3:33])=[C:31]([CH:34]=[C:10]3[C:9]4[C:13](=[CH:14][CH:15]=[CH:16][C:8]=4[C:4]4[CH:5]=[CH:6][CH:7]=[C:2]([Br:1])[CH:3]=4)[NH:12][C:11]3=[O:17])[NH:30][C:29]=2[CH3:36])=[O:27])[CH:22]=[CH:21][N:20]=[N:19]1. The catalyst class is: 360. (8) Reactant: [CH2:1]([C:8]1[CH:9]=[C:10]([C:28]2[CH:33]=[CH:32][C:31]([CH2:34][CH2:35][C:36]#[N:37])=[CH:30][C:29]=2[CH2:38][CH:39]([CH3:41])[CH3:40])[CH:11]=[CH:12][C:13]=1[C:14]1[CH:19]=[CH:18][C:17]([OH:20])=[C:16]([CH2:21][C:22]2[CH:27]=[CH:26][CH:25]=[CH:24][CH:23]=2)[CH:15]=1)[C:2]1[CH:7]=[CH:6][CH:5]=[CH:4][CH:3]=1.C([O-])([O-])=O.[K+].[K+].Cl[CH2:49][C:50]#[N:51].[Cl-].[Na+].O.O. Product: [CH2:1]([C:8]1[CH:9]=[C:10]([C:28]2[CH:33]=[CH:32][C:31]([CH2:34][CH2:35][C:36]#[N:37])=[CH:30][C:29]=2[CH2:38][CH:39]([CH3:41])[CH3:40])[CH:11]=[CH:12][C:13]=1[C:14]1[CH:19]=[CH:18][C:17]([O:20][CH2:49][C:50]#[N:51])=[C:16]([CH2:21][C:22]2[CH:27]=[CH:26][CH:25]=[CH:24][CH:23]=2)[CH:15]=1)[C:2]1[CH:3]=[CH:4][CH:5]=[CH:6][CH:7]=1. The catalyst class is: 21.